Dataset: Forward reaction prediction with 1.9M reactions from USPTO patents (1976-2016). Task: Predict the product of the given reaction. (1) Given the reactants [CH:1]12[CH2:7][CH:4]([CH2:5][CH2:6]1)[CH2:3][CH:2]2[CH2:8][C:9]([NH:11][CH:12]([C:15]1[C:16](=[O:26])[NH:17][C:18]([CH:21]2[CH2:25][CH2:24][CH2:23][CH2:22]2)=[N:19][N:20]=1)[CH2:13][CH3:14])=O.P(Cl)(Cl)(Cl)=O, predict the reaction product. The product is: [CH:1]12[CH2:7][CH:4]([CH2:5][CH2:6]1)[CH2:3][CH:2]2[CH2:8][C:9]1[N:20]2[C:15]([C:16](=[O:26])[NH:17][C:18]([CH:21]3[CH2:25][CH2:24][CH2:23][CH2:22]3)=[N:19]2)=[C:12]([CH2:13][CH3:14])[N:11]=1. (2) The product is: [CH3:1][O:2][C:3](=[O:22])[C:4]1[CH:5]=[CH:6][C:7]([NH:10][C:11](=[O:21])[CH2:12][OH:13])=[CH:8][CH:9]=1. Given the reactants [CH3:1][O:2][C:3](=[O:22])[C:4]1[CH:9]=[CH:8][C:7]([NH:10][C:11](=[O:21])[CH2:12][O:13]CC2C=CC=CC=2)=[CH:6][CH:5]=1, predict the reaction product. (3) Given the reactants [NH2:1][C:2]1[CH:10]=[C:9]2[C:5]([C:6]([C:11]3[CH:16]=[CH:15][C:14]([NH2:17])=[CH:13][CH:12]=3)=[N:7][NH:8]2)=[CH:4][CH:3]=1.[OH:18][CH:19]1[CH2:24][CH2:23][N:22]([C:25]2[CH:33]=[CH:32][C:28]([C:29](O)=[O:30])=[CH:27][CH:26]=2)[CH2:21][CH2:20]1, predict the reaction product. The product is: [NH2:17][C:14]1[CH:15]=[CH:16][C:11]([C:6]2[C:5]3[C:9](=[CH:10][C:2]([NH:1][C:29](=[O:30])[C:28]4[CH:27]=[CH:26][C:25]([N:22]5[CH2:23][CH2:24][CH:19]([OH:18])[CH2:20][CH2:21]5)=[CH:33][CH:32]=4)=[CH:3][CH:4]=3)[NH:8][N:7]=2)=[CH:12][CH:13]=1. (4) Given the reactants [OH:1][CH:2]([CH2:6][OH:7])[CH2:3][C:4]#[N:5].C([Sn](=O)CCCC)CCC.CCN(CC)CC.[C:25]1([CH3:35])[CH:30]=[CH:29][C:28]([S:31](Cl)(=[O:33])=[O:32])=[CH:27][CH:26]=1, predict the reaction product. The product is: [OH:1][CH:2]([CH2:6][O:7][S:31]([C:28]1[CH:29]=[CH:30][C:25]([CH3:35])=[CH:26][CH:27]=1)(=[O:33])=[O:32])[CH2:3][C:4]#[N:5]. (5) The product is: [CH:1]([C:4]1[C:12]([C:13]2[NH:17][C:16]([CH2:18][CH2:19][O:20][CH3:21])=[N:15][N:14]=2)=[CH:11][C:7]([C:8]([N:24]2[CH2:29][CH2:28][CH:27]([C:30]3[CH:37]=[CH:36][C:33]([C:34]#[N:35])=[CH:32][CH:31]=3)[CH2:26][CH2:25]2)=[O:10])=[C:6]([CH3:22])[CH:5]=1)([CH3:2])[CH3:3]. Given the reactants [CH:1]([C:4]1[C:12]([C:13]2[NH:17][C:16]([CH2:18][CH2:19][O:20][CH3:21])=[N:15][N:14]=2)=[CH:11][C:7]([C:8]([OH:10])=O)=[C:6]([CH3:22])[CH:5]=1)([CH3:3])[CH3:2].Cl.[NH:24]1[CH2:29][CH2:28][CH:27]([C:30]2[CH:37]=[CH:36][C:33]([C:34]#[N:35])=[CH:32][CH:31]=2)[CH2:26][CH2:25]1.O.ON1C2C=CC=CC=2N=N1.Cl.C(N=C=NCCCN(C)C)C.CCN(C(C)C)C(C)C, predict the reaction product.